This data is from Reaction yield outcomes from USPTO patents with 853,638 reactions. The task is: Predict the reaction yield, written as a fraction of the theoretical maximum amount of product (1.0 means a 100% yield; for example, 0.34 means a 34% yield). (1) The reactants are [NH:1]([C:13]([O:15][C:16]([CH3:19])([CH3:18])[CH3:17])=[O:14])[C@H:2]([C:10](O)=[O:11])[CH2:3][C:4]1[CH:9]=[CH:8][CH:7]=[CH:6][CH:5]=1.Cl.CNOC.C(S(C=C)(=O)=O)=C.[NH:32]([C:47]([O:49][C:50]([CH3:53])([CH3:52])[CH3:51])=[O:48])[C@H:33]([C:41]([N:43]([CH3:46])[O:44][CH3:45])=[O:42])[CH2:34][C:35]1[CH:40]=[CH:39][CH:38]=[CH:37][CH:36]=1.[H-].[Al+3].[Li+].[H-].[H-].[H-]. No catalyst specified. The product is [NH:32]([C:47]([O:49][C:50]([CH3:53])([CH3:52])[CH3:51])=[O:48])[C@H:33]([C:41]([N:43]([CH3:46])[O:44][CH3:45])=[O:42])[CH2:34][C:35]1[CH:40]=[CH:39][CH:38]=[CH:37][CH:36]=1.[C:16]([O:15][C:13]([NH:1][CH:2]([CH2:3][C:4]1[CH:5]=[CH:6][CH:7]=[CH:8][CH:9]=1)[CH:10]=[O:11])=[O:14])([CH3:19])([CH3:17])[CH3:18]. The yield is 0.930. (2) The reactants are [F:1][C:2]1[CH:8]=[CH:7][C:5]([NH2:6])=[CH:4][CH:3]=1.[Li][CH2:10][CH2:11][CH2:12]C.C(Br)C=C. The catalyst is C1COCC1. The product is [CH2:12]([NH:6][C:5]1[CH:7]=[CH:8][C:2]([F:1])=[CH:3][CH:4]=1)[CH:11]=[CH2:10]. The yield is 0.630. (3) The yield is 0.700. The product is [Br:8][C:4]1[CH:5]=[CH:6][CH:7]=[C:2]([C:15]2[C@@H:16]3[CH2:21][C@H:18]([CH2:19][CH:20]=2)[C:17]3([CH3:23])[CH3:22])[N:3]=1. The reactants are Br[C:2]1[CH:7]=[CH:6][CH:5]=[C:4]([Br:8])[N:3]=1.FC(F)(F)S(O[C:15]1[C@@H:16]2[CH2:21][C@H:18]([CH2:19][CH:20]=1)[C:17]2([CH3:23])[CH3:22])(=O)=O. No catalyst specified. (4) The reactants are [BH4-].[Li+].[Cl:3][C:4]1[CH:9]=[C:8]([Cl:10])[CH:7]=[CH:6][C:5]=1[NH:11][C:12]1[N:16]([CH2:17][CH2:18][C:19](OCC)=[O:20])[C:15]2[C:24]([N:28]([CH2:31][CH3:32])[CH2:29][CH3:30])=[CH:25][CH:26]=[CH:27][C:14]=2[N:13]=1. The catalyst is O1CCCC1.[Cl-].[NH4+].C(=O)([O-])O.[Na+]. The product is [Cl:3][C:4]1[CH:9]=[C:8]([Cl:10])[CH:7]=[CH:6][C:5]=1[NH:11][C:12]1[N:16]([CH2:17][CH2:18][CH2:19][OH:20])[C:15]2[C:24]([N:28]([CH2:31][CH3:32])[CH2:29][CH3:30])=[CH:25][CH:26]=[CH:27][C:14]=2[N:13]=1. The yield is 0.250.